Dataset: Reaction yield outcomes from USPTO patents with 853,638 reactions. Task: Predict the reaction yield, written as a fraction of the theoretical maximum amount of product (1.0 means a 100% yield; for example, 0.34 means a 34% yield). (1) The product is [ClH:26].[O:21]=[S:6]1(=[O:22])[CH:5]([CH2:4][CH2:3][CH2:2][N:24]([CH3:25])[CH3:23])[O:10][C:9]2[CH:11]=[CH:12][CH:13]=[CH:14][C:8]=2[N:7]1[C:15]1[CH:20]=[CH:19][CH:18]=[CH:17][CH:16]=1. The catalyst is C(O)C.C(OCC)C. The yield is 0.470. The reactants are Br[CH2:2][CH2:3][CH2:4][CH:5]1[O:10][C:9]2[CH:11]=[CH:12][CH:13]=[CH:14][C:8]=2[N:7]([C:15]2[CH:20]=[CH:19][CH:18]=[CH:17][CH:16]=2)[S:6]1(=[O:22])=[O:21].[CH3:23][NH:24][CH3:25].[ClH:26]. (2) The reactants are CC1C=CC(S(O[CH:12]([C:17]2[CH:22]=[CH:21][C:20]([O:23][C:24]3[CH:29]=[CH:28][CH:27]=[C:26]([F:30])[N:25]=3)=[C:19]([O:31][CH3:32])[CH:18]=2)[C:13]([F:16])([F:15])[F:14])(=O)=O)=CC=1.[H][H]. The catalyst is C(O)C.[Pd]. The product is [F:30][C:26]1[CH:27]=[CH:28][CH:29]=[C:24]([O:23][C:20]2[CH:21]=[CH:22][C:17]([CH2:12][C:13]([F:16])([F:14])[F:15])=[CH:18][C:19]=2[O:31][CH3:32])[N:25]=1. The yield is 0.800. (3) The reactants are [N+:1]([C:4]1[CH:9]=[CH:8][CH:7]=[C:6]([C:10]2[CH:15]=[CH:14][N:13]=[CH:12][CH:11]=2)[C:5]=1[NH:16]C(=O)C)([O-:3])=[O:2].[OH-].[Na+]. The catalyst is CO. The product is [N+:1]([C:4]1[CH:9]=[CH:8][CH:7]=[C:6]([C:10]2[CH:11]=[CH:12][N:13]=[CH:14][CH:15]=2)[C:5]=1[NH2:16])([O-:3])=[O:2]. The yield is 0.910. (4) The reactants are [OH:1][C:2]1[CH:7]=[C:6]([CH3:8])[N:5]([C:9]2[CH:10]=[C:11]([CH:16]=[CH:17][CH:18]=2)[C:12]([O:14][CH3:15])=[O:13])[C:4](=[O:19])[CH:3]=1.C([O-])([O-])=O.[K+].[K+].[F:26][C:27]1[CH:34]=[C:33]([F:35])[CH:32]=[CH:31][C:28]=1[CH2:29]Br. The catalyst is CN(C)C=O.O. The product is [F:26][C:27]1[CH:34]=[C:33]([F:35])[CH:32]=[CH:31][C:28]=1[CH2:29][O:1][C:2]1[CH:7]=[C:6]([CH3:8])[N:5]([C:9]2[CH:10]=[C:11]([CH:16]=[CH:17][CH:18]=2)[C:12]([O:14][CH3:15])=[O:13])[C:4](=[O:19])[CH:3]=1. The yield is 0.110. (5) The reactants are [CH3:1][C:2]1([C:18](O)=[O:19])[CH2:7][CH2:6][N:5]([C:8]2[C:9]3[C:16]([CH3:17])=[CH:15][NH:14][C:10]=3[N:11]=[CH:12][N:13]=2)[CH2:4][CH2:3]1.CN([P+](ON1N=NC2C=CC=CC1=2)(N(C)C)N(C)C)C.F[P-](F)(F)(F)(F)F.C(N(CC)CC)C.[CH3:55][C:56]1[CH:62]=[CH:61][C:59]([NH2:60])=[CH:58][CH:57]=1. The catalyst is CN(C=O)C. The product is [CH3:1][C:2]1([C:18]([NH:60][C:59]2[CH:61]=[CH:62][C:56]([CH3:55])=[CH:57][CH:58]=2)=[O:19])[CH2:3][CH2:4][N:5]([C:8]2[C:9]3[C:16]([CH3:17])=[CH:15][NH:14][C:10]=3[N:11]=[CH:12][N:13]=2)[CH2:6][CH2:7]1. The yield is 0.500. (6) The reactants are [F:1][C:2]1[CH:3]=[CH:4][C:5]([N:13]2[CH2:18][CH2:17][NH:16][CH2:15][CH2:14]2)=[C:6]2[C:11]=1[N:10]=[C:9]([CH3:12])[CH:8]=[CH:7]2.Cl[CH2:20][CH2:21][C:22]1[CH:23]=[CH:24][C:25]2[O:30][CH2:29][C:28](=[O:31])[N:27]([CH3:32])[C:26]=2[CH:33]=1.[I-].[Na+].C(=O)([O-])[O-].[Na+].[Na+]. The catalyst is CN1CCCC1=O.C(OCC)(=O)C. The product is [F:1][C:2]1[CH:3]=[CH:4][C:5]([N:13]2[CH2:18][CH2:17][N:16]([CH2:20][CH2:21][C:22]3[CH:23]=[CH:24][C:25]4[O:30][CH2:29][C:28](=[O:31])[N:27]([CH3:32])[C:26]=4[CH:33]=3)[CH2:15][CH2:14]2)=[C:6]2[C:11]=1[N:10]=[C:9]([CH3:12])[CH:8]=[CH:7]2. The yield is 0.350. (7) The reactants are [F:1][C:2]1[CH:7]=[CH:6][CH:5]=[C:4]([F:8])[C:3]=1[N:9]1[C:14]2[N:15]=[C:16](S(C)(=O)=O)[N:17]=[C:18]([C:19]3[CH:20]=[C:21]([CH:28]=[CH:29][C:30]=3[CH3:31])[C:22]([NH:24][CH2:25][CH2:26][CH3:27])=[O:23])[C:13]=2[CH2:12][NH:11][C:10]1=[O:36].Cl.[Cl:38][CH2:39][CH2:40][CH2:41][NH2:42].C(N(CC)CC)C. The catalyst is CN(C=O)C. The product is [Cl:38][CH2:39][CH2:40][CH2:41][NH:42][C:16]1[N:17]=[C:18]([C:19]2[CH:20]=[C:21]([CH:28]=[CH:29][C:30]=2[CH3:31])[C:22]([NH:24][CH2:25][CH2:26][CH3:27])=[O:23])[C:13]2[CH2:12][NH:11][C:10](=[O:36])[N:9]([C:3]3[C:2]([F:1])=[CH:7][CH:6]=[CH:5][C:4]=3[F:8])[C:14]=2[N:15]=1. The yield is 0.470. (8) The reactants are [C:1]([O:5][C:6]([N:8]1[CH2:13][CH2:12][NH:11][C:10](=[O:14])[CH:9]1[CH2:15]C(O)=O)=[O:7])([CH3:4])([CH3:3])[CH3:2].[Cl:19][C:20]1[CH:21]=[C:22]([CH:27]=[CH:28][CH:29]=1)[C:23]([NH:25][OH:26])=[NH:24].C1C=CC2N(O)N=NC=2C=1.CCN=C=NCCCN(C)C.Cl. The catalyst is CN(C=O)C.C(OCC)(=O)C. The product is [C:1]([O:5][C:6]([N:8]1[CH2:13][CH2:12][NH:11][C:10](=[O:14])[CH:9]1[C:15]1[O:26][N:25]=[C:23]([C:22]2[CH:27]=[CH:28][CH:29]=[C:20]([Cl:19])[CH:21]=2)[N:24]=1)=[O:7])([CH3:2])([CH3:3])[CH3:4]. The yield is 0.520. (9) The reactants are [Cl:1][C:2]1[N:3]=[CH:4][N:5]([C:7]2[C:12]([O:13][CH3:14])=[CH:11][C:10]([N+:15]([O-])=O)=[CH:9][N:8]=2)[CH:6]=1.C(O)C.C(O)(=O)C.[OH-].[Na+]. The catalyst is [Fe].O. The product is [Cl:1][C:2]1[N:3]=[CH:4][N:5]([C:7]2[N:8]=[CH:9][C:10]([NH2:15])=[CH:11][C:12]=2[O:13][CH3:14])[CH:6]=1. The yield is 0.710. (10) The reactants are [NH2:1][C:2]1[CH:14]=[CH:13][C:12]([CH3:15])=[CH:11][C:3]=1[C:4]([O:6][C:7]([CH3:10])([CH3:9])[CH3:8])=[O:5].[Br:16][C:17]1[CH:22]=[CH:21][C:20](I)=[CH:19][N:18]=1.C1C=CC(P(C2C(C3C(P(C4C=CC=CC=4)C4C=CC=CC=4)=CC=C4C=3C=CC=C4)=C3C(C=CC=C3)=CC=2)C2C=CC=CC=2)=CC=1.CC([O-])(C)C.[Na+]. The catalyst is C1(C)C=CC=CC=1.C1C=CC(/C=C/C(/C=C/C2C=CC=CC=2)=O)=CC=1.C1C=CC(/C=C/C(/C=C/C2C=CC=CC=2)=O)=CC=1.C1C=CC(/C=C/C(/C=C/C2C=CC=CC=2)=O)=CC=1.[Pd].[Pd].C(OCC)(=O)C.O. The product is [Br:16][C:17]1[N:18]=[CH:19][C:20]([NH:1][C:2]2[CH:14]=[CH:13][C:12]([CH3:15])=[CH:11][C:3]=2[C:4]([O:6][C:7]([CH3:10])([CH3:9])[CH3:8])=[O:5])=[CH:21][CH:22]=1. The yield is 0.400.